Dataset: Full USPTO retrosynthesis dataset with 1.9M reactions from patents (1976-2016). Task: Predict the reactants needed to synthesize the given product. (1) Given the product [CH3:1][C:2]1[CH:17]=[C:16]([CH3:18])[CH:15]=[C:14]([CH3:19])[C:3]=1[CH2:4][S:5][CH:6]1[CH2:12][CH2:11][CH2:10][NH:9][CH2:8][CH2:7]1, predict the reactants needed to synthesize it. The reactants are: [CH3:1][C:2]1[CH:17]=[C:16]([CH3:18])[CH:15]=[C:14]([CH3:19])[C:3]=1[CH2:4][S:5][CH:6]1[CH2:12][CH2:11][CH2:10][NH:9][C:8](=O)[CH2:7]1.[NH4+].[Cl-]. (2) Given the product [Br:1][C:2]1[C:10]2[CH2:9][O:8][C:7](=[O:11])[C:6]=2[CH:5]=[CH:4][C:3]=1[CH:12]1[CH2:13][O:22]1, predict the reactants needed to synthesize it. The reactants are: [Br:1][C:2]1[C:10]2[CH2:9][O:8][C:7](=[O:11])[C:6]=2[CH:5]=[CH:4][C:3]=1[CH:12]=[CH2:13].C1C=C(Cl)C=C(C(OO)=[O:22])C=1. (3) Given the product [N:16]1[C:17]2[C:22](=[CH:21][CH:20]=[CH:19][CH:18]=2)[CH:23]=[C:14]([C:12]#[C:13][C:2]2[N:7]=[C:6]([C:8]([O:10][CH3:11])=[O:9])[CH:5]=[CH:4][CH:3]=2)[CH:15]=1, predict the reactants needed to synthesize it. The reactants are: Br[C:2]1[N:7]=[C:6]([C:8]([O:10][CH3:11])=[O:9])[CH:5]=[CH:4][CH:3]=1.[C:12]([C:14]1[CH:15]=[N:16][C:17]2[C:22]([CH:23]=1)=[CH:21][CH:20]=[CH:19][CH:18]=2)#[CH:13].C(N(C(C)C)CC)(C)C. (4) Given the product [C:1]([C:4]1[CH:5]=[C:6]([CH:11]=[C:12]([C:14](=[O:22])[N:15]([CH2:19][CH2:20][CH3:21])[CH2:16][CH2:17][CH3:18])[CH:13]=1)[C:7]([OH:9])=[O:8])(=[O:3])[CH3:2], predict the reactants needed to synthesize it. The reactants are: [C:1]([C:4]1[CH:5]=[C:6]([CH:11]=[C:12]([C:14](=[O:22])[N:15]([CH2:19][CH2:20][CH3:21])[CH2:16][CH2:17][CH3:18])[CH:13]=1)[C:7]([O:9]C)=[O:8])(=[O:3])[CH3:2].CO.O.[Li+].[OH-]. (5) The reactants are: [Mg].Br[CH2:3][CH2:4][CH2:5]C=C.C(OCC)=O.S(=O)(=O)(O)O.[CH3:18][CH:19]1[O:23][CH2:22][CH2:21][CH2:20]1. Given the product [CH2:5]([CH:18]1[CH2:22][CH2:21][CH2:20][CH:19]1[OH:23])[CH:4]=[CH2:3], predict the reactants needed to synthesize it. (6) Given the product [CH:36]1[C:45]2[C:40](=[CH:41][CH:42]=[CH:43][CH:44]=2)[CH:39]=[CH:38][C:37]=1[C@@H:46]([NH2:48])[CH3:47].[OH:1][C:2]1[CH:7]=[CH:6][C:5]([CH2:8][CH2:9][S:10][CH:11]([CH2:15][C:16]2[CH:21]=[CH:20][C:19]([CH2:22][CH2:23][O:24][C:25]3[CH:26]=[CH:27][C:28]([O:31][S:32]([CH3:35])(=[O:34])=[O:33])=[CH:29][CH:30]=3)=[CH:18][CH:17]=2)[C:12]([OH:14])=[O:13])=[CH:4][CH:3]=1, predict the reactants needed to synthesize it. The reactants are: [OH:1][C:2]1[CH:7]=[CH:6][C:5]([CH2:8][CH2:9][S:10][CH:11]([CH2:15][C:16]2[CH:21]=[CH:20][C:19]([CH2:22][CH2:23][O:24][C:25]3[CH:30]=[CH:29][C:28]([O:31][S:32]([CH3:35])(=[O:34])=[O:33])=[CH:27][CH:26]=3)=[CH:18][CH:17]=2)[C:12]([OH:14])=[O:13])=[CH:4][CH:3]=1.[CH:36]1[C:45]2[C:40](=[CH:41][CH:42]=[CH:43][CH:44]=2)[CH:39]=[CH:38][C:37]=1[C@@H:46]([NH2:48])[CH3:47]. (7) Given the product [Br:1][C:2]1[CH:11]=[C:10]2[C:5]([CH2:6][CH:7]([CH2:12][OH:13])[NH:8][CH2:9]2)=[CH:4][CH:3]=1, predict the reactants needed to synthesize it. The reactants are: [Br:1][C:2]1[CH:11]=[C:10]2[C:5]([CH2:6][CH:7]([C:12](OC)=[O:13])[NH:8][CH2:9]2)=[CH:4][CH:3]=1.[AlH4-].[Li+].O.[OH-].[Na+]. (8) Given the product [Br:1][C:2]1[C:3]([O:11][CH3:12])=[CH:4][CH:5]=[C:6]2[C:7]=1[CH:13]=[CH:14][NH:8]2, predict the reactants needed to synthesize it. The reactants are: [Br:1][C:2]1[CH:7]=[C:6]([N+:8]([O-])=O)[CH:5]=[CH:4][C:3]=1[O:11][CH3:12].[CH:13]([Mg]Br)=[CH2:14].